From a dataset of Full USPTO retrosynthesis dataset with 1.9M reactions from patents (1976-2016). Predict the reactants needed to synthesize the given product. The reactants are: [CH2:1]([N:8]([CH2:10][C:11]1[C:12]([C:43](O)=[O:44])=[C:13]([N:28]([CH2:34][C:35]2[C:40]([F:41])=[CH:39][CH:38]=[CH:37][C:36]=2[F:42])[C:29](OCC)=[O:30])[S:14][C:15]=1[C:16]1[CH:21]=[CH:20][C:19]([NH:22][C:23]([NH:25][O:26][CH3:27])=[O:24])=[CH:18][CH:17]=1)[CH3:9])[C:2]1[CH:7]=[CH:6][CH:5]=[CH:4][CH:3]=1.[NH2:46][CH2:47][CH:48]([OH:50])[CH3:49]. Given the product [CH2:1]([N:8]([CH2:10][C:11]1[C:12]2[C:43](=[O:44])[N:46]([CH2:47][CH:48]([OH:50])[CH3:49])[C:29](=[O:30])[N:28]([CH2:34][C:35]3[C:36]([F:42])=[CH:37][CH:38]=[CH:39][C:40]=3[F:41])[C:13]=2[S:14][C:15]=1[C:16]1[CH:21]=[CH:20][C:19]([NH:22][C:23]([NH:25][O:26][CH3:27])=[O:24])=[CH:18][CH:17]=1)[CH3:9])[C:2]1[CH:3]=[CH:4][CH:5]=[CH:6][CH:7]=1, predict the reactants needed to synthesize it.